This data is from NCI-60 drug combinations with 297,098 pairs across 59 cell lines. The task is: Regression. Given two drug SMILES strings and cell line genomic features, predict the synergy score measuring deviation from expected non-interaction effect. (1) Drug 1: C1CC(C1)(C(=O)O)C(=O)O.[NH2-].[NH2-].[Pt+2]. Drug 2: CCN(CC)CCNC(=O)C1=C(NC(=C1C)C=C2C3=C(C=CC(=C3)F)NC2=O)C. Cell line: T-47D. Synergy scores: CSS=14.4, Synergy_ZIP=10.1, Synergy_Bliss=9.40, Synergy_Loewe=5.68, Synergy_HSA=6.27. (2) Drug 1: C1=CC(=C2C(=C1NCCNCCO)C(=O)C3=C(C=CC(=C3C2=O)O)O)NCCNCCO. Drug 2: CC(C)CN1C=NC2=C1C3=CC=CC=C3N=C2N. Cell line: NCI-H522. Synergy scores: CSS=43.8, Synergy_ZIP=0.259, Synergy_Bliss=-0.821, Synergy_Loewe=-23.1, Synergy_HSA=-1.68.